This data is from Full USPTO retrosynthesis dataset with 1.9M reactions from patents (1976-2016). The task is: Predict the reactants needed to synthesize the given product. (1) Given the product [CH2:1]([C:3]1[N:4]=[C:5]([CH:15]2[CH2:16][CH2:17][N:18]([C:22]3[C:23]4[C@H:31]([CH3:32])[CH2:30][C:29](=[O:33])[NH:28][C:24]=4[N:25]=[CH:26][N:27]=3)[CH2:19][CH2:20]2)[N:6]([CH2:8][CH2:9][N:10]2[CH2:14][CH2:13][CH2:12][CH2:11]2)[CH:7]=1)[CH3:2], predict the reactants needed to synthesize it. The reactants are: [CH2:1]([C:3]1[N:4]=[C:5]([CH:15]2[CH2:20][CH2:19][NH:18][CH2:17][CH2:16]2)[N:6]([CH2:8][CH2:9][N:10]2[CH2:14][CH2:13][CH2:12][CH2:11]2)[CH:7]=1)[CH3:2].Cl[C:22]1[C:23]2[C@H:31]([CH3:32])[CH2:30][C:29](=[O:33])[NH:28][C:24]=2[N:25]=[CH:26][N:27]=1.C(N(CC)CC)C.[OH-].[Na+]. (2) Given the product [C:27]1([C:33]2[C:41]3[C:36](=[CH:37][N:38]=[CH:39][CH:40]=3)[O:35][C:34]=2[C:42]2[CH:47]=[CH:46][C:45]([C:48]3([NH2:52])[CH2:51][CH2:50][CH2:49]3)=[CH:44][CH:43]=2)[CH:28]=[CH:29][CH:30]=[CH:31][CH:32]=1, predict the reactants needed to synthesize it. The reactants are: C1(C2C3C=NC=CC=3OC=2C2C=CC(C3(N)CCC3)=CC=2)C=CC=CC=1.[C:27]1([C:33]2[C:41]3[C:36](=[CH:37][N:38]=[CH:39][CH:40]=3)[O:35][C:34]=2[C:42]2[CH:47]=[CH:46][C:45]([C:48]3([NH:52]C(=O)OC(C)(C)C)[CH2:51][CH2:50][CH2:49]3)=[CH:44][CH:43]=2)[CH:32]=[CH:31][CH:30]=[CH:29][CH:28]=1. (3) Given the product [CH2:19]([NH:18][CH2:17][CH2:16][C:13]1[CH:14]=[CH:15][C:10]([S:9][C:6]2[CH:5]=[CH:4][C:3]([O:2][CH3:1])=[CH:8][CH:7]=2)=[CH:11][CH:12]=1)[C:20]1[CH:25]=[CH:24][CH:23]=[CH:22][CH:21]=1, predict the reactants needed to synthesize it. The reactants are: [CH3:1][O:2][C:3]1[CH:8]=[CH:7][C:6]([S:9][C:10]2[CH:15]=[CH:14][C:13]([CH2:16][CH2:17][NH2:18])=[CH:12][CH:11]=2)=[CH:5][CH:4]=1.[CH:19](=O)[C:20]1[CH:25]=[CH:24][CH:23]=[CH:22][CH:21]=1.C1(C)C=CC=CC=1. (4) Given the product [Cl:1][C:2]1[CH:7]=[C:6](/[C:8](=[N:35]/[OH:36])/[CH2:9][C@H:10]([C:18]2[CH:19]=[CH:20][C:21]([C:24]3[CH:29]=[CH:28][C:27]([C:30]([OH:32])=[O:31])=[CH:26][CH:25]=3)=[CH:22][CH:23]=2)[C:11]2[CH:16]=[CH:15][CH:14]=[CH:13][C:12]=2[CH3:17])[CH:5]=[CH:4][N:3]=1, predict the reactants needed to synthesize it. The reactants are: [Cl:1][C:2]1[CH:7]=[C:6]([C:8](=O)[CH2:9][C@H:10]([C:18]2[CH:23]=[CH:22][C:21]([C:24]3[CH:29]=[CH:28][C:27]([C:30]([OH:32])=[O:31])=[CH:26][CH:25]=3)=[CH:20][CH:19]=2)[C:11]2[CH:16]=[CH:15][CH:14]=[CH:13][C:12]=2[CH3:17])[CH:5]=[CH:4][N:3]=1.Cl.[NH2:35][OH:36].C(=O)([O-])O.[Na+]. (5) Given the product [Cl:1][C:2]1[CH:16]=[CH:15][C:14](/[CH:21]=[CH:20]/[CH:18]=[O:19])=[CH:13][C:3]=1[O:4][CH2:5][C:6]([O:8][C:9]([CH3:12])([CH3:11])[CH3:10])=[O:7], predict the reactants needed to synthesize it. The reactants are: [Cl:1][C:2]1[CH:16]=[CH:15][C:14](I)=[CH:13][C:3]=1[O:4][CH2:5][C:6]([O:8][C:9]([CH3:12])([CH3:11])[CH3:10])=[O:7].[CH:18]([CH:20]=[CH2:21])=[O:19].C(=O)([O-])[O-].[Na+].[Na+].S([O-])([O-])(=O)=S.[Na+].[Na+]. (6) The reactants are: [C:1]([O:5][C:6]([NH:8][C:9]1([C:15]([OH:17])=O)[CH2:14][CH2:13][O:12][CH2:11][CH2:10]1)=[O:7])([CH3:4])([CH3:3])[CH3:2].[CH3:18][N:19](C(ON1N=NC2C=CC=NC1=2)=[N+](C)C)C.F[P-](F)(F)(F)(F)F.CCN(CC)CC.CN. Given the product [CH3:18][NH:19][C:15]([C:9]1([NH:8][C:6](=[O:7])[O:5][C:1]([CH3:4])([CH3:3])[CH3:2])[CH2:14][CH2:13][O:12][CH2:11][CH2:10]1)=[O:17], predict the reactants needed to synthesize it. (7) Given the product [NH2:32][C:33]1[N:38]=[C:37]([NH:39][CH2:40][CH2:41][CH2:42][N:43]2[CH:47]=[C:46]([C:48]3[CH:53]=[CH:52][C:51]([Cl:54])=[CH:50][C:49]=3[Cl:55])[CH:45]=[C:44]2[C:56]([NH:24][CH2:25][CH2:26][N:27]2[CH2:31][CH2:30][CH2:29][CH2:28]2)=[O:57])[CH:36]=[CH:35][C:34]=1[N+:59]([O-:61])=[O:60], predict the reactants needed to synthesize it. The reactants are: CCN(C(C)C)C(C)C.C1C=CC2N(O)N=NC=2C=1.C(Cl)CCl.[NH2:24][CH2:25][CH2:26][N:27]1[CH2:31][CH2:30][CH2:29][CH2:28]1.[NH2:32][C:33]1[N:38]=[C:37]([NH:39][CH2:40][CH2:41][CH2:42][N:43]2[CH:47]=[C:46]([C:48]3[CH:53]=[CH:52][C:51]([Cl:54])=[CH:50][C:49]=3[Cl:55])[CH:45]=[C:44]2[C:56](O)=[O:57])[CH:36]=[CH:35][C:34]=1[N+:59]([O-:61])=[O:60].